Predict the product of the given reaction. From a dataset of Forward reaction prediction with 1.9M reactions from USPTO patents (1976-2016). (1) Given the reactants [F:1][C:2]1[CH:3]=[C:4]([OH:11])[CH:5]=[CH:6][C:7]=1[N+:8]([O-:10])=[O:9].I[CH2:13][CH3:14].C(=O)([O-])[O-].[K+].[K+], predict the reaction product. The product is: [F:1][C:2]1[CH:3]=[C:4]([O:11][CH2:13][CH3:14])[CH:5]=[CH:6][C:7]=1[N+:8]([O-:10])=[O:9]. (2) Given the reactants [CH3:1][N:2]1[C:6]2=[N:7][CH:8]=[CH:9][CH:10]=[C:5]2[C:4]([CH:11]=[CH:12][C:13]([O:15]CC)=[O:14])=[C:3]1[C:18]1[CH:23]=[CH:22][CH:21]=[CH:20][CH:19]=1.[OH-].[Na+], predict the reaction product. The product is: [CH3:1][N:2]1[C:6]2=[N:7][CH:8]=[CH:9][CH:10]=[C:5]2[C:4]([CH:11]=[CH:12][C:13]([OH:15])=[O:14])=[C:3]1[C:18]1[CH:23]=[CH:22][CH:21]=[CH:20][CH:19]=1.